Dataset: Forward reaction prediction with 1.9M reactions from USPTO patents (1976-2016). Task: Predict the product of the given reaction. (1) Given the reactants [CH:1]1([NH2:8])[CH2:7][CH2:6][CH2:5][CH2:4][CH2:3][CH2:2]1.[Cl:9][C:10]1[CH:15]=[C:14]([Cl:16])[CH:13]=[CH:12][C:11]=1[C:17]1[N:18]=[C:19]([C:30](OCC)=[O:31])[N:20]([CH3:29])[C:21]=1[C:22]1[CH:27]=[CH:26][C:25]([Cl:28])=[CH:24][CH:23]=1, predict the reaction product. The product is: [CH:1]1([NH:8][C:30]([C:19]2[N:20]([CH3:29])[C:21]([C:22]3[CH:27]=[CH:26][C:25]([Cl:28])=[CH:24][CH:23]=3)=[C:17]([C:11]3[CH:12]=[CH:13][C:14]([Cl:16])=[CH:15][C:10]=3[Cl:9])[N:18]=2)=[O:31])[CH2:7][CH2:6][CH2:5][CH2:4][CH2:3][CH2:2]1. (2) Given the reactants [NH2:1][C:2]1[CH:11]=[C:10]2[C:5]([C:6]([CH3:20])([CH3:19])[CH2:7][CH2:8][N:9]2[C:12](OC(C)(C)C)=O)=[CH:4][CH:3]=1.[H-].[H-].[H-].[H-].[Li+].[Al+3], predict the reaction product. The product is: [CH3:12][N:9]1[C:10]2[C:5](=[CH:4][CH:3]=[C:2]([NH2:1])[CH:11]=2)[C:6]([CH3:20])([CH3:19])[CH2:7][CH2:8]1. (3) The product is: [NH:20]1[C:28]2[C:23](=[CH:24][CH:25]=[CH:26][C:27]=2[CH2:29][N:4]2[CH2:3][CH2:2][N:1]([C:7]3[CH:8]=[CH:9][C:10]4[N:11]([C:13]([C:16]([F:17])([F:18])[F:19])=[N:14][N:15]=4)[N:12]=3)[CH2:6][CH2:5]2)[CH:22]=[CH:21]1. Given the reactants [N:1]1([C:7]2[CH:8]=[CH:9][C:10]3[N:11]([C:13]([C:16]([F:19])([F:18])[F:17])=[N:14][N:15]=3)[N:12]=2)[CH2:6][CH2:5][NH:4][CH2:3][CH2:2]1.[NH:20]1[C:28]2[C:23](=[CH:24][CH:25]=[CH:26][C:27]=2[CH:29]=O)[CH:22]=[CH:21]1, predict the reaction product. (4) Given the reactants C(OC([N:8]1[CH2:11][CH:10]([C:12]2[O:13][C:14]([CH3:17])=[CH:15][N:16]=2)[CH2:9]1)=O)(C)(C)C.[ClH:18], predict the reaction product. The product is: [ClH:18].[NH:8]1[CH2:11][CH:10]([C:12]2[O:13][C:14]([CH3:17])=[CH:15][N:16]=2)[CH2:9]1.[ClH:18]. (5) The product is: [F:1][C:2]1[CH:8]=[CH:7][C:5]([NH:6][C:20](=[O:21])[C:19]([CH3:24])([CH3:23])[CH3:18])=[CH:4][C:3]=1[O:9][CH3:10]. Given the reactants [F:1][C:2]1[CH:8]=[CH:7][C:5]([NH2:6])=[CH:4][C:3]=1[O:9][CH3:10].C(N(CC)CC)C.[CH3:18][C:19]([CH3:24])([CH3:23])[C:20](Cl)=[O:21], predict the reaction product. (6) Given the reactants [CH2:1]([O:3][C:4]([C:6]1[NH:7][C:8]2[C:13]([C:14]=1[CH2:15][CH3:16])=[CH:12][C:11]([Br:17])=[CH:10][CH:9]=2)=[O:5])[CH3:2].[CH:18]([O:21][C:22]1[CH:27]=[CH:26][C:25](B(O)O)=[CH:24][CH:23]=1)([CH3:20])[CH3:19], predict the reaction product. The product is: [CH2:1]([O:3][C:4]([C:6]1[N:7]([C:25]2[CH:26]=[CH:27][C:22]([O:21][CH:18]([CH3:20])[CH3:19])=[CH:23][CH:24]=2)[C:8]2[C:13]([C:14]=1[CH2:15][CH3:16])=[CH:12][C:11]([Br:17])=[CH:10][CH:9]=2)=[O:5])[CH3:2]. (7) Given the reactants [CH2:1]([C:4]1([S:7]([NH:10][C:11]2[CH:16]=[C:15]([CH3:17])[C:14](=[O:18])[N:13]([CH3:19])[C:12]=2[N:20]([C:28]2[CH:33]=[CH:32][C:31]([I:34])=[CH:30][C:29]=2[F:35])[C:21](=[O:27])[O:22][C:23]([CH3:26])([CH3:25])[CH3:24])(=[O:9])=[O:8])[CH2:6][CH2:5]1)[CH:2]=C.CC1C=CC=C(C)N=1.[O:44]1CCOCC1, predict the reaction product. The product is: [CH3:19][N:13]1[C:14](=[O:18])[C:15]([CH3:17])=[CH:16][C:11]([NH:10][S:7]([C:4]2([CH2:1][CH:2]=[O:44])[CH2:6][CH2:5]2)(=[O:8])=[O:9])=[C:12]1[N:20]([C:28]1[CH:33]=[CH:32][C:31]([I:34])=[CH:30][C:29]=1[F:35])[C:21](=[O:27])[O:22][C:23]([CH3:26])([CH3:24])[CH3:25].